From a dataset of Reaction yield outcomes from USPTO patents with 853,638 reactions. Predict the reaction yield, written as a fraction of the theoretical maximum amount of product (1.0 means a 100% yield; for example, 0.34 means a 34% yield). (1) The reactants are [ClH:1].[CH2:2]([C:6]1[N:7]=[C:8]([NH2:11])[NH:9][CH:10]=1)[CH2:3][C:4]#[CH:5].[N:12]([CH2:15][CH2:16][C:17]1[CH:21]=[CH:20][S:19][CH:18]=1)=[N+:13]=[N-:14]. No catalyst specified. The product is [ClH:1].[S:19]1[CH:20]=[CH:21][C:17]([CH2:16][CH2:15][N:12]2[CH:5]=[C:4]([CH2:3][CH2:2][C:6]3[N:7]=[C:8]([NH2:11])[NH:9][CH:10]=3)[N:14]=[N:13]2)=[CH:18]1. The yield is 0.470. (2) The reactants are CC(OC(/N=N/C(OC(C)C)=O)=O)C.[OH:15][C:16]1[CH:21]=[CH:20][C:19]([C@@H:22]2[O:27][CH2:26][CH2:25][N:24]([CH2:28][C:29]3[CH:34]=[CH:33][CH:32]=[CH:31][CH:30]=3)[CH2:23]2)=[CH:18][CH:17]=1.C1(P(C2C=CC=CC=2)C2C=CC=CC=2)C=CC=CC=1.[C:54]([N:57]1[CH2:62][CH2:61][CH:60](O)[CH2:59][CH2:58]1)(=[O:56])[CH3:55]. The catalyst is O1CCCC1. The product is [C:54]([N:57]1[CH2:62][CH2:61][CH:60]([O:15][C:16]2[CH:17]=[CH:18][C:19]([C@@H:22]3[O:27][CH2:26][CH2:25][N:24]([CH2:28][C:29]4[CH:30]=[CH:31][CH:32]=[CH:33][CH:34]=4)[CH2:23]3)=[CH:20][CH:21]=2)[CH2:59][CH2:58]1)(=[O:56])[CH3:55]. The yield is 0.570. (3) The reactants are [CH3:1][O:2][C:3](=[O:22])[CH:4]([NH:12][C:13](=[O:21])[C:14]1[CH:19]=[CH:18][C:17](I)=[CH:16][CH:15]=1)[CH2:5][C:6]1[CH:11]=[CH:10][CH:9]=[CH:8][CH:7]=1.[CH2:23]([O:30][C:31]1[CH:36]=[CH:35][C:34](B(O)O)=[CH:33][C:32]=1[F:40])[C:24]1[CH:29]=[CH:28][CH:27]=[CH:26][CH:25]=1.C(=O)([O-])[O-].[Na+].[Na+]. The catalyst is C1C=CC([P]([Pd]([P](C2C=CC=CC=2)(C2C=CC=CC=2)C2C=CC=CC=2)([P](C2C=CC=CC=2)(C2C=CC=CC=2)C2C=CC=CC=2)[P](C2C=CC=CC=2)(C2C=CC=CC=2)C2C=CC=CC=2)(C2C=CC=CC=2)C2C=CC=CC=2)=CC=1.COCCOC. The product is [CH3:1][O:2][C:3](=[O:22])[CH:4]([NH:12][C:13]([C:14]1[CH:19]=[CH:18][C:17]([C:34]2[CH:35]=[CH:36][C:31]([O:30][CH2:23][C:24]3[CH:25]=[CH:26][CH:27]=[CH:28][CH:29]=3)=[C:32]([F:40])[CH:33]=2)=[CH:16][CH:15]=1)=[O:21])[CH2:5][C:6]1[CH:11]=[CH:10][CH:9]=[CH:8][CH:7]=1. The yield is 0.540. (4) The reactants are [NH2:1][C:2]1[N:6]([C:7]2[CH:8]=[C:9]([OH:13])[CH:10]=[CH:11][CH:12]=2)[N:5]=[C:4]([C:14]([CH3:35])([CH3:34])[CH2:15][O:16][Si:17]([C:30]([CH3:33])([CH3:32])[CH3:31])([C:24]2[CH:29]=[CH:28][CH:27]=[CH:26][CH:25]=2)[C:18]2[CH:23]=[CH:22][CH:21]=[CH:20][CH:19]=2)[CH:3]=1.C1(P(C2C=CC=CC=2)C2C=CC=CC=2)C=CC=CC=1.[O:55]1[CH2:60][CH2:59][CH2:58][CH2:57][CH:56]1[O:61][CH2:62][CH2:63]O.CC(OC(/N=N/C(OC(C)C)=O)=O)C. The catalyst is C1COCC1.O. The product is [C:30]([Si:17]([C:18]1[CH:23]=[CH:22][CH:21]=[CH:20][CH:19]=1)([C:24]1[CH:29]=[CH:28][CH:27]=[CH:26][CH:25]=1)[O:16][CH2:15][C:14]([C:4]1[CH:3]=[C:2]([NH2:1])[N:6]([C:7]2[CH:12]=[CH:11][CH:10]=[C:9]([O:13][CH2:63][CH2:62][O:61][CH:56]3[CH2:57][CH2:58][CH2:59][CH2:60][O:55]3)[CH:8]=2)[N:5]=1)([CH3:35])[CH3:34])([CH3:33])([CH3:32])[CH3:31]. The yield is 0.610. (5) The reactants are [CH2:1]([N:5]1[CH:10]=[CH:9][CH:8]=[C:7]([O:11][CH3:12])[C:6]1=O)[CH2:2][CH2:3][CH3:4].COC1C=CC(P2(SP(C3C=CC(OC)=CC=3)(=S)S2)=[S:23])=CC=1.CO. The catalyst is C1(C)C=CC=CC=1. The product is [CH2:1]([N:5]1[CH:10]=[CH:9][CH:8]=[C:7]([O:11][CH3:12])[C:6]1=[S:23])[CH2:2][CH2:3][CH3:4]. The yield is 0.800. (6) The reactants are [CH3:1][C:2]([C:4]1[CH:9]=[CH:8][CH:7]=[C:6]([O:10][CH3:11])[CH:5]=1)=O.[C:12]([O:16][C:17](=[O:46])[N:18]([CH2:44][CH3:45])[CH2:19][C:20]1[CH:21]=[N:22][CH:23]=[C:24]([C:27]2[CH:28]=[C:29]3[C:33](=[CH:34][CH:35]=2)[N:32]([CH:36]2[CH2:41][CH2:40][CH2:39][CH2:38][O:37]2)[N:31]=[C:30]3[CH:42]=O)[C:25]=1[CH3:26])([CH3:15])([CH3:14])[CH3:13].C(=O)([O-])[O-].[NH4+:51].[NH4+:52]. No catalyst specified. The product is [C:12]([O:16][C:17](=[O:46])[N:18]([CH2:44][CH3:45])[CH2:19][C:20]1[CH:21]=[N:22][CH:23]=[C:24]([C:27]2[CH:28]=[C:29]3[C:33](=[CH:34][CH:35]=2)[N:32]([CH:36]2[CH2:41][CH2:40][CH2:39][CH2:38][O:37]2)[N:31]=[C:30]3[C:42]2[NH:51][CH:1]=[C:2]([C:4]3[CH:9]=[CH:8][CH:7]=[C:6]([O:10][CH3:11])[CH:5]=3)[N:52]=2)[C:25]=1[CH3:26])([CH3:13])([CH3:14])[CH3:15]. The yield is 0.370. (7) The reactants are [NH2:1][C:2]1[CH:12]=[CH:11][C:5]([C:6]([O:8][CH2:9][CH3:10])=[O:7])=[CH:4][C:3]=1[N+:13]([O-:15])=[O:14].CO[CH:18]1[CH2:22][CH2:21][CH:20](OC)O1. The catalyst is C(O)(=O)C. The product is [N+:13]([C:3]1[CH:4]=[C:5]([CH:11]=[CH:12][C:2]=1[N:1]1[CH:18]=[CH:22][CH:21]=[CH:20]1)[C:6]([O:8][CH2:9][CH3:10])=[O:7])([O-:15])=[O:14]. The yield is 0.980. (8) The reactants are [C:1]([O:5][C@@H:6]([C@H:8]1[CH2:12][O:11][C:10](=[O:13])[NH:9]1)[CH3:7])([CH3:4])([CH3:3])[CH3:2].[Cl:14][C:15]1[N:20]=[C:19](Cl)[CH:18]=[C:17]([Cl:22])[N:16]=1.[H-].[Na+]. The catalyst is CN(C=O)C.CCOC(C)=O. The product is [C:1]([O:5][C@@H:6]([C@H:8]1[CH2:12][O:11][C:10](=[O:13])[N:9]1[C:19]1[CH:18]=[C:17]([Cl:22])[N:16]=[C:15]([Cl:14])[N:20]=1)[CH3:7])([CH3:2])([CH3:3])[CH3:4]. The yield is 0.690. (9) The reactants are [CH3:1][N:2]([CH3:6])[CH2:3][C:4]#[CH:5].Br[C:8]1[CH:9]=[C:10]2[C:14](=[C:15]([Cl:17])[CH:16]=1)[C:13](=[O:18])[N:12]([CH2:19][C:20]1[CH:25]=[CH:24][C:23]([O:26][C:27]3[CH:32]=[CH:31][CH:30]=[CH:29][CH:28]=3)=[CH:22][CH:21]=1)[CH2:11]2.C(Cl)(Cl)Cl.CO. The catalyst is C(NC(C)C)(C)C.Cl[Pd](Cl)([P](C1C=CC=CC=1)(C1C=CC=CC=1)C1C=CC=CC=1)[P](C1C=CC=CC=1)(C1C=CC=CC=1)C1C=CC=CC=1.[Cu]I. The product is [Cl:17][C:15]1[CH:16]=[C:8]([C:5]#[C:4][CH2:3][N:2]([CH3:6])[CH3:1])[CH:9]=[C:10]2[C:14]=1[C:13](=[O:18])[N:12]([CH2:19][C:20]1[CH:21]=[CH:22][C:23]([O:26][C:27]3[CH:28]=[CH:29][CH:30]=[CH:31][CH:32]=3)=[CH:24][CH:25]=1)[CH2:11]2. The yield is 0.790.